This data is from Peptide-MHC class II binding affinity with 134,281 pairs from IEDB. The task is: Regression. Given a peptide amino acid sequence and an MHC pseudo amino acid sequence, predict their binding affinity value. This is MHC class II binding data. (1) The peptide sequence is FKPFAEYKSDYVYEP. The MHC is HLA-DQA10501-DQB10201 with pseudo-sequence HLA-DQA10501-DQB10201. The binding affinity (normalized) is 0.432. (2) The peptide sequence is LCLFLLPSLATVAYF. The MHC is DRB1_0301 with pseudo-sequence DRB1_0301. The binding affinity (normalized) is 0.432. (3) The peptide sequence is KSYVKSKLKLLKGSE. The MHC is DRB1_0101 with pseudo-sequence DRB1_0101. The binding affinity (normalized) is 0.983. (4) The peptide sequence is ATISATPESATPFPH. The MHC is HLA-DPA10301-DPB10402 with pseudo-sequence HLA-DPA10301-DPB10402. The binding affinity (normalized) is 0. (5) The binding affinity (normalized) is 0. The peptide sequence is KAFAEGLSGEPKGGA. The MHC is HLA-DPA10103-DPB10401 with pseudo-sequence HLA-DPA10103-DPB10401. (6) The binding affinity (normalized) is 0.223. The peptide sequence is AVFDSKLISEKET. The MHC is DRB5_0101 with pseudo-sequence DRB5_0101. (7) The peptide sequence is DDVLAILPIEDLKAL. The MHC is DRB1_0802 with pseudo-sequence DRB1_0802. The binding affinity (normalized) is 0.479. (8) The peptide sequence is DGCWYPMEIRPRKTHHHHHHH. The MHC is DRB1_0701 with pseudo-sequence DRB1_0701. The binding affinity (normalized) is 0.336. (9) The binding affinity (normalized) is 0.0608. The peptide sequence is AAPAAGYTPATPAAP. The MHC is HLA-DQA10101-DQB10501 with pseudo-sequence HLA-DQA10101-DQB10501. (10) The peptide sequence is PEVIAMFSALSEGATP. The MHC is DRB1_0101 with pseudo-sequence DRB1_0101. The binding affinity (normalized) is 0.574.